Dataset: NCI-60 drug combinations with 297,098 pairs across 59 cell lines. Task: Regression. Given two drug SMILES strings and cell line genomic features, predict the synergy score measuring deviation from expected non-interaction effect. (1) Drug 1: CC(CN1CC(=O)NC(=O)C1)N2CC(=O)NC(=O)C2. Drug 2: CC1=C(C(=CC=C1)Cl)NC(=O)C2=CN=C(S2)NC3=CC(=NC(=N3)C)N4CCN(CC4)CCO. Cell line: DU-145. Synergy scores: CSS=5.85, Synergy_ZIP=-6.10, Synergy_Bliss=0.0382, Synergy_Loewe=-2.00, Synergy_HSA=0.716. (2) Drug 1: COC1=C(C=C2C(=C1)N=CN=C2NC3=CC(=C(C=C3)F)Cl)OCCCN4CCOCC4. Drug 2: COCCOC1=C(C=C2C(=C1)C(=NC=N2)NC3=CC=CC(=C3)C#C)OCCOC.Cl. Cell line: SK-OV-3. Synergy scores: CSS=37.3, Synergy_ZIP=-10.8, Synergy_Bliss=-3.29, Synergy_Loewe=-1.71, Synergy_HSA=0.739. (3) Drug 1: C1=CC(=CC=C1CC(C(=O)O)N)N(CCCl)CCCl.Cl. Drug 2: C1=CC(=CC=C1CCCC(=O)O)N(CCCl)CCCl. Cell line: MDA-MB-231. Synergy scores: CSS=25.1, Synergy_ZIP=-8.63, Synergy_Bliss=1.29, Synergy_Loewe=3.27, Synergy_HSA=4.22.